Dataset: Peptide-MHC class I binding affinity with 185,985 pairs from IEDB/IMGT. Task: Regression. Given a peptide amino acid sequence and an MHC pseudo amino acid sequence, predict their binding affinity value. This is MHC class I binding data. (1) The peptide sequence is QNGALAINTF. The MHC is HLA-B40:01 with pseudo-sequence HLA-B40:01. The binding affinity (normalized) is 0. (2) The peptide sequence is SMEAEMIQL. The MHC is HLA-A02:02 with pseudo-sequence HLA-A02:02. The binding affinity (normalized) is 0.607. (3) The peptide sequence is MTMSYLSTR. The MHC is HLA-C04:01 with pseudo-sequence HLA-C04:01. The binding affinity (normalized) is 0.213. (4) The peptide sequence is DLMSSKDDV. The MHC is HLA-A02:01 with pseudo-sequence HLA-A02:01. The binding affinity (normalized) is 0.227. (5) The peptide sequence is LSDAIFDDL. The MHC is HLA-A03:01 with pseudo-sequence HLA-A03:01. The binding affinity (normalized) is 0.0847. (6) The MHC is HLA-B07:02 with pseudo-sequence HLA-B07:02. The binding affinity (normalized) is 0.407. The peptide sequence is VPALTIACM. (7) The peptide sequence is FVIGGMTGV. The MHC is HLA-B57:01 with pseudo-sequence HLA-B57:01. The binding affinity (normalized) is 0.0847.